This data is from Catalyst prediction with 721,799 reactions and 888 catalyst types from USPTO. The task is: Predict which catalyst facilitates the given reaction. (1) Reactant: [N:1]1[CH:6]=[CH:5][CH:4]=[C:3]([CH2:7][CH2:8][CH:9]=O)[CH:2]=1.[CH3:11][Si](C[Mg]Cl)(C)C.C(OCC)C. Product: [CH2:7]([C:3]1[CH:2]=[N:1][CH:6]=[CH:5][CH:4]=1)[CH2:8][CH:9]=[CH2:11]. The catalyst class is: 1. (2) Reactant: [CH3:1][C@H:2]1[CH2:6][CH2:5][CH2:4][N:3]1[CH2:7][CH2:8][CH2:9][N:10]1[CH2:14][CH2:13][N:12]([CH2:15][CH2:16][CH2:17][N:18]2[CH2:22][CH2:21][CH2:20][C@@H:19]2[CH3:23])[C:11]1=[C:24]([S:27]([C:30]1[CH:35]=[CH:34][CH:33]=[CH:32][CH:31]=1)(=[O:29])=[O:28])[C:25]#[N:26].[ClH:36].C(OCC)(=O)C. Product: [ClH:36].[CH3:1][C@H:2]1[CH2:6][CH2:5][CH2:4][N:3]1[CH2:7][CH2:8][CH2:9][N:10]1[CH2:14][CH2:13][N:12]([CH2:15][CH2:16][CH2:17][N:18]2[CH2:22][CH2:21][CH2:20][C@@H:19]2[CH3:23])[C:11]1=[C:24]([S:27]([C:30]1[CH:31]=[CH:32][CH:33]=[CH:34][CH:35]=1)(=[O:29])=[O:28])[C:25]#[N:26]. The catalyst class is: 13.